Dataset: NCI-60 drug combinations with 297,098 pairs across 59 cell lines. Task: Regression. Given two drug SMILES strings and cell line genomic features, predict the synergy score measuring deviation from expected non-interaction effect. (1) Drug 1: CCCCC(=O)OCC(=O)C1(CC(C2=C(C1)C(=C3C(=C2O)C(=O)C4=C(C3=O)C=CC=C4OC)O)OC5CC(C(C(O5)C)O)NC(=O)C(F)(F)F)O. Drug 2: C(CCl)NC(=O)N(CCCl)N=O. Cell line: OVCAR3. Synergy scores: CSS=11.5, Synergy_ZIP=-5.15, Synergy_Bliss=-4.42, Synergy_Loewe=-11.3, Synergy_HSA=-6.09. (2) Drug 1: CC1=C2C(C(=O)C3(C(CC4C(C3C(C(C2(C)C)(CC1OC(=O)C(C(C5=CC=CC=C5)NC(=O)C6=CC=CC=C6)O)O)OC(=O)C7=CC=CC=C7)(CO4)OC(=O)C)O)C)OC(=O)C. Drug 2: CCN(CC)CCCC(C)NC1=C2C=C(C=CC2=NC3=C1C=CC(=C3)Cl)OC. Cell line: MALME-3M. Synergy scores: CSS=17.3, Synergy_ZIP=-7.85, Synergy_Bliss=2.33, Synergy_Loewe=-9.69, Synergy_HSA=1.12.